This data is from Forward reaction prediction with 1.9M reactions from USPTO patents (1976-2016). The task is: Predict the product of the given reaction. Given the reactants S(=O)(=O)(O)O.[O:6]=[CH:7][C@@H:8]([C@@H:10]([C@@H:12]([CH2:14][OH:15])[OH:13])[OH:11])[OH:9].C(=O)([O-])[O-].[Na+].[Na+].[CH3:22][C:23]([CH3:25])=O, predict the reaction product. The product is: [CH3:22][C:23]1([CH3:25])[O:9][C@@H:8]2[C@@H:10]([C@@H:12]([CH2:14][OH:15])[O:13][CH:7]2[OH:6])[O:11]1.